The task is: Predict the reactants needed to synthesize the given product.. This data is from Full USPTO retrosynthesis dataset with 1.9M reactions from patents (1976-2016). (1) Given the product [NH2:8][C:9]1[S:10][C:11]([Cl:20])=[CH:12][C:13]=1[C:14]1[CH:19]=[CH:18][CH:17]=[CH:16][CH:15]=1, predict the reactants needed to synthesize it. The reactants are: C([NH:8][C:9]1[S:10][C:11]([Cl:20])=[CH:12][C:13]=1[C:14]1[CH:19]=[CH:18][CH:17]=[CH:16][CH:15]=1)(OC(C)(C)C)=O.FC(F)(F)C(O)=O. (2) Given the product [Br:1][C:2]1[CH:7]=[CH:6][C:5]([C:8]2[CH:13]=[CH:12][C:11]([Cl:14])=[CH:10][CH:9]=2)=[CH:4][C:3]=1[CH:23]=[O:24], predict the reactants needed to synthesize it. The reactants are: [Br:1][C:2]1[CH:7]=[CH:6][C:5]([C:8]2[CH:13]=[CH:12][C:11]([Cl:14])=[CH:10][CH:9]=2)=[CH:4][C:3]=1I.C([Mg]Br)(C)C.CN(C)[CH:23]=[O:24]. (3) The reactants are: C([O:8][C:9]1[CH:14]=[CH:13][C:12]([C:15]2[N:19]([C:20]3[CH:25]=[CH:24][C:23]([O:26][CH3:27])=[CH:22][CH:21]=3)[N:18]=[C:17]([Cl:28])[CH:16]=2)=[CH:11][CH:10]=1)C1C=CC=CC=1.C1(SC)C=CC=CC=1. Given the product [Cl:28][C:17]1[CH:16]=[C:15]([C:12]2[CH:13]=[CH:14][C:9]([OH:8])=[CH:10][CH:11]=2)[N:19]([C:20]2[CH:25]=[CH:24][C:23]([O:26][CH3:27])=[CH:22][CH:21]=2)[N:18]=1, predict the reactants needed to synthesize it. (4) Given the product [F:1][CH:2]1[CH2:3][N:4]([CH:6]2[CH2:11][CH2:10][NH:9][CH2:8][CH2:7]2)[CH2:5]1, predict the reactants needed to synthesize it. The reactants are: [F:1][C:2]1(F)[CH2:5][N:4]([CH:6]2[CH2:11][CH2:10][NH:9][CH2:8][CH2:7]2)[CH2:3]1.FC1CNC1. (5) Given the product [NH2:22][C:7]1[C:6]2[N:5]([C:4]([C@H:12]3[CH2:20][CH2:19][C@H:18]4[N:14]([C:15](=[O:21])[CH2:16][CH2:17]4)[CH2:13]3)=[N:3][C:2]=2[Br:1])[CH:10]=[CH:9][N:8]=1, predict the reactants needed to synthesize it. The reactants are: [Br:1][C:2]1[N:3]=[C:4]([C@H:12]2[CH2:20][CH2:19][C@H:18]3[N:14]([C:15](=[O:21])[CH2:16][CH2:17]3)[CH2:13]2)[N:5]2[CH:10]=[CH:9][N:8]=[C:7](Cl)[C:6]=12.[NH3:22]. (6) Given the product [CH2:25]([N:13]1[C:12](=[O:24])[CH:11]=[C:10]([C:4]2[CH:5]=[CH:6][C:7]([O:8][CH3:9])=[C:2]([F:1])[CH:3]=2)[C:15]([C:16]2[CH:17]=[CH:18][C:19]([O:22][CH3:23])=[CH:20][CH:21]=2)=[N:14]1)[C:26]1[CH:31]=[CH:30][CH:29]=[CH:28][CH:27]=1, predict the reactants needed to synthesize it. The reactants are: [F:1][C:2]1[CH:3]=[C:4]([C:10]2[C:15]([C:16]3[CH:21]=[CH:20][C:19]([O:22][CH3:23])=[CH:18][CH:17]=3)=[N:14][NH:13][C:12](=[O:24])[CH:11]=2)[CH:5]=[CH:6][C:7]=1[O:8][CH3:9].[CH2:25](Br)[C:26]1[CH:31]=[CH:30][CH:29]=[CH:28][CH:27]=1.